This data is from Forward reaction prediction with 1.9M reactions from USPTO patents (1976-2016). The task is: Predict the product of the given reaction. (1) Given the reactants [NH:1]1[CH:5]=[C:4]([CH2:6][CH2:7][NH2:8])[N:3]=[CH:2]1.C1(N)CC1.C1(N[C:17]([C:19]2[NH:50][C:22]3=[N:23][CH:24]=[CH:25][C:26]([NH:27][C:28]4[CH:33]=[CH:32][C:31]([N:34]([C:43]5[CH:48]=[CH:47][C:46]([F:49])=[CH:45][CH:44]=5)[C:35]([C:37]5([C:40]([NH2:42])=[O:41])[CH2:39][CH2:38]5)=[O:36])=[CH:30][CH:29]=4)=[C:21]3[CH:20]=2)=[O:18])CC1, predict the reaction product. The product is: [F:49][C:46]1[CH:47]=[CH:48][C:43]([N:34]([C:31]2[CH:32]=[CH:33][C:28]([NH:27][C:26]3[CH:25]=[CH:24][N:23]=[C:22]4[NH:50][C:19]([C:17]([NH:8][CH2:7][CH2:6][C:4]5[N:3]=[CH:2][NH:1][CH:5]=5)=[O:18])=[CH:20][C:21]=34)=[CH:29][CH:30]=2)[C:35]([C:37]2([C:40]([NH2:42])=[O:41])[CH2:38][CH2:39]2)=[O:36])=[CH:44][CH:45]=1. (2) Given the reactants [SH:1][C:2]1[CH:7]=[CH:6][C:5]([N+:8]([O-:10])=[O:9])=[CH:4][N:3]=1.C(=O)([O-])[O-].[K+].[K+].Cl.Cl[CH2:19][C:20]1[N:21]([CH2:25][CH2:26][CH3:27])[CH:22]=[CH:23][N:24]=1.O, predict the reaction product. The product is: [N+:8]([C:5]1[CH:6]=[CH:7][C:2]([S:1][CH2:19][C:20]2[N:21]([CH2:25][CH2:26][CH3:27])[CH:22]=[CH:23][N:24]=2)=[N:3][CH:4]=1)([O-:10])=[O:9].